From a dataset of Reaction yield outcomes from USPTO patents with 853,638 reactions. Predict the reaction yield, written as a fraction of the theoretical maximum amount of product (1.0 means a 100% yield; for example, 0.34 means a 34% yield). (1) The reactants are Br[C:2]1[CH:3]=[C:4]([O:27][C:28]2[CH:33]=[CH:32][CH:31]=[CH:30][CH:29]=2)[C:5]([NH:8][C:9]2[S:13][N:12]=[C:11]([CH:14]3[CH2:19][CH2:18][N:17]([C:20]([O:22][C:23]([CH3:26])([CH3:25])[CH3:24])=[O:21])[CH2:16][CH2:15]3)[N:10]=2)=[N:6][CH:7]=1.C(N(C(C)C)C(C)C)C.[SH:43][CH2:44][CH2:45][C:46]([O:48][CH3:49])=[O:47]. The catalyst is C1C=CC(/C=C/C(/C=C/C2C=CC=CC=2)=O)=CC=1.C1C=CC(/C=C/C(/C=C/C2C=CC=CC=2)=O)=CC=1.C1C=CC(/C=C/C(/C=C/C2C=CC=CC=2)=O)=CC=1.[Pd].[Pd].C1(P(C2C=CC=CC=2)C2C3OC4C(=CC=CC=4P(C4C=CC=CC=4)C4C=CC=CC=4)C(C)(C)C=3C=CC=2)C=CC=CC=1.O1CCOCC1. The product is [CH3:49][O:48][C:46](=[O:47])[CH2:45][CH2:44][S:43][C:2]1[CH:3]=[C:4]([O:27][C:28]2[CH:33]=[CH:32][CH:31]=[CH:30][CH:29]=2)[C:5]([NH:8][C:9]2[S:13][N:12]=[C:11]([CH:14]3[CH2:19][CH2:18][N:17]([C:20]([O:22][C:23]([CH3:26])([CH3:25])[CH3:24])=[O:21])[CH2:16][CH2:15]3)[N:10]=2)=[N:6][CH:7]=1. The yield is 0.691. (2) The reactants are [C:1]([C:5]1[CH:6]=[C:7]([NH:11][C:12](=[O:20])[C:13]2[CH:18]=[CH:17][CH:16]=[N:15][C:14]=2Cl)[CH:8]=[CH:9][CH:10]=1)([CH3:4])([CH3:3])[CH3:2].[F:21][C:22]1[CH:23]=[C:24](B(O)O)[CH:25]=[CH:26][CH:27]=1.C1(C)C=CC=CC=1.C(=O)([O-])[O-].[K+].[K+]. The catalyst is O.CCOC(C)=O.C1C=CC([P]([Pd]([P](C2C=CC=CC=2)(C2C=CC=CC=2)C2C=CC=CC=2)([P](C2C=CC=CC=2)(C2C=CC=CC=2)C2C=CC=CC=2)[P](C2C=CC=CC=2)(C2C=CC=CC=2)C2C=CC=CC=2)(C2C=CC=CC=2)C2C=CC=CC=2)=CC=1. The product is [C:1]([C:5]1[CH:6]=[C:7]([NH:11][C:12](=[O:20])[C:13]2[CH:18]=[CH:17][CH:16]=[N:15][C:14]=2[C:26]2[CH:25]=[CH:24][CH:23]=[C:22]([F:21])[CH:27]=2)[CH:8]=[CH:9][CH:10]=1)([CH3:4])([CH3:3])[CH3:2]. The yield is 0.990.